From a dataset of Full USPTO retrosynthesis dataset with 1.9M reactions from patents (1976-2016). Predict the reactants needed to synthesize the given product. (1) Given the product [Br:1][C:2]1[CH:7]=[CH:6][C:5]([C:8]2[N:31]([C:30]3[CH:32]=[CH:33][C:27]([CH:21]4[CH2:26][CH2:25][CH2:24][CH2:23][CH2:22]4)=[CH:28][CH:29]=3)[C:11]([C:13]3[CH:18]=[CH:17][C:16]([Br:19])=[CH:15][CH:14]=3)=[CH:10][CH:9]=2)=[CH:4][CH:3]=1, predict the reactants needed to synthesize it. The reactants are: [Br:1][C:2]1[CH:7]=[CH:6][C:5]([C:8](=O)[CH2:9][CH2:10][C:11]([C:13]2[CH:18]=[CH:17][C:16]([Br:19])=[CH:15][CH:14]=2)=O)=[CH:4][CH:3]=1.[CH:21]1([C:27]2[CH:33]=[CH:32][C:30]([NH2:31])=[CH:29][CH:28]=2)[CH2:26][CH2:25][CH2:24][CH2:23][CH2:22]1. (2) The reactants are: Br[C:2]1[CH:3]=[C:4]([N+:17]([O-:19])=[O:18])[C:5]2[C:9]([CH:10]=1)=[N:8][N:7]([CH:11]1[CH2:16][CH2:15][CH2:14][CH2:13][O:12]1)[CH:6]=2.[O:20]1[CH2:25][CH2:24][CH2:23][CH2:22][CH:21]1[O:26][C:27]1[CH:32]=[CH:31][C:30](B(O)O)=[CH:29][CH:28]=1.C(=O)([O-])O.[Na+].C(O)(C)C. Given the product [N+:17]([C:4]1[C:5]2[C:9]([CH:10]=[C:2]([C:30]3[CH:31]=[CH:32][C:27]([O:26][CH:21]4[CH2:22][CH2:23][CH2:24][CH2:25][O:20]4)=[CH:28][CH:29]=3)[CH:3]=1)=[N:8][N:7]([CH:11]1[CH2:16][CH2:15][CH2:14][CH2:13][O:12]1)[CH:6]=2)([O-:19])=[O:18], predict the reactants needed to synthesize it. (3) Given the product [F:28][C:2]1([F:1])[CH2:3][CH2:4][CH:5]([CH2:8][NH:9][C:10]([C:12]2[C:13]3[CH:14]=[CH:15][C:16]([CH:23]4[CH2:24][CH2:25][CH2:26][CH2:27]4)=[N:17][C:18]=3[CH:19]=[CH:20][C:21]=2[Cl:22])=[O:11])[CH2:6][CH2:7]1, predict the reactants needed to synthesize it. The reactants are: [F:1][C:2]1([F:28])[CH2:7][CH2:6][CH:5]([CH2:8][NH:9][C:10]([C:12]2[C:13]3[CH:14]=[CH:15][C:16]([C:23]4[CH2:27][CH2:26][CH2:25][CH:24]=4)=[N:17][C:18]=3[CH:19]=[CH:20][C:21]=2[Cl:22])=[O:11])[CH2:4][CH2:3]1.C([SiH](CC)CC)C. (4) Given the product [CH3:1][O:2][C:3](=[O:35])[C:4]1[CH:9]=[C:8]([N:10]2[CH:14]=[C:13]([C:15]3[CH:20]=[CH:19][C:18]([Cl:21])=[CH:17][C:16]=3[Cl:22])[N:12]=[C:11]2[CH2:23][C:24]2[CH:29]=[CH:28][C:27]([C:40]3[CH:41]=[CH:42][C:37]([OH:36])=[CH:38][CH:39]=3)=[CH:26][CH:25]=2)[CH:7]=[CH:6][C:5]=1[C:31]([F:34])([F:33])[F:32], predict the reactants needed to synthesize it. The reactants are: [CH3:1][O:2][C:3](=[O:35])[C:4]1[CH:9]=[C:8]([N:10]2[CH:14]=[C:13]([C:15]3[CH:20]=[CH:19][C:18]([Cl:21])=[CH:17][C:16]=3[Cl:22])[N:12]=[C:11]2[CH2:23][C:24]2[CH:29]=[CH:28][C:27](Br)=[CH:26][CH:25]=2)[CH:7]=[CH:6][C:5]=1[C:31]([F:34])([F:33])[F:32].[OH:36][C:37]1[CH:42]=[CH:41][C:40](B(O)O)=[CH:39][CH:38]=1. (5) Given the product [Cl:1][C:2]1[CH:3]=[C:4]([N:10]([CH2:11][C:12]2[O:14][C:38]([C:33]3[CH:34]=[CH:35][CH:36]=[CH:37][N:32]=3)=[N:40][N:41]=2)[CH2:15][C:16]([F:19])([F:18])[F:17])[CH:5]=[CH:6][C:7]=1[C:8]#[N:9], predict the reactants needed to synthesize it. The reactants are: [Cl:1][C:2]1[CH:3]=[C:4]([N:10]([CH2:15][C:16]([F:19])([F:18])[F:17])[CH2:11][C:12]([OH:14])=O)[CH:5]=[CH:6][C:7]=1[C:8]#[N:9].CCN=C=NCCCN(C)C.Cl.[N:32]1[CH:37]=[CH:36][CH:35]=[CH:34][C:33]=1[C:38]([NH:40][NH2:41])=O.S(Cl)(C1C=CC(C)=CC=1)(=O)=O. (6) The reactants are: [NH:1]1[C:9]2[C:4](=[CH:5][CH:6]=[CH:7][CH:8]=2)[CH2:3][CH2:2]1.C(N(CC)CC)C.[Br:17][C:18]1[CH:26]=[CH:25][C:21]([C:22]([OH:24])=[O:23])=[CH:20][C:19]=1[S:27](Cl)(=[O:29])=[O:28].[OH-].[Na+]. Given the product [Br:17][C:18]1[CH:26]=[CH:25][C:21]([C:22]([OH:24])=[O:23])=[CH:20][C:19]=1[S:27]([N:1]1[C:9]2[C:4](=[CH:5][CH:6]=[CH:7][CH:8]=2)[CH2:3][CH2:2]1)(=[O:28])=[O:29], predict the reactants needed to synthesize it. (7) Given the product [C:3]([C:4]1[S:8][C:7]([C:9]([O:11][CH3:12])=[O:10])=[CH:6][CH:5]=1)#[N:2], predict the reactants needed to synthesize it. The reactants are: O[N:2]=[CH:3][C:4]1[S:8][C:7]([C:9]([O:11][CH3:12])=[O:10])=[CH:6][CH:5]=1. (8) Given the product [Cl:5][C:6]1[CH:7]=[CH:8][C:9]([O:20][CH2:21][C:22]2[CH:23]=[CH:24][CH:25]=[CH:26][CH:27]=2)=[C:10]([CH2:12][N:13]2[C:17]([CH3:18])=[CH:16][C:15]([NH:19][C:1](=[O:3])[CH3:2])=[N:14]2)[CH:11]=1, predict the reactants needed to synthesize it. The reactants are: [C:1](Cl)(=[O:3])[CH3:2].[Cl:5][C:6]1[CH:7]=[CH:8][C:9]([O:20][CH2:21][C:22]2[CH:27]=[CH:26][CH:25]=[CH:24][CH:23]=2)=[C:10]([CH2:12][N:13]2[C:17]([CH3:18])=[CH:16][C:15]([NH2:19])=[N:14]2)[CH:11]=1.C(N(CC)CC)C. (9) Given the product [Cl:1][C:2]1[CH:3]=[CH:4][C:5]([C:22]#[C:21][CH2:20][NH:23][C:24](=[O:30])[O:25][C:26]([CH3:28])([CH3:27])[CH3:29])=[C:6]([C:8](=[O:9])[C:10]2[C:15]([O:16][CH3:17])=[CH:14][CH:13]=[CH:12][C:11]=2[F:18])[CH:7]=1, predict the reactants needed to synthesize it. The reactants are: [Cl:1][C:2]1[CH:3]=[CH:4][C:5](I)=[C:6]([C:8]([C:10]2[C:15]([O:16][CH3:17])=[CH:14][CH:13]=[CH:12][C:11]=2[F:18])=[O:9])[CH:7]=1.[CH2:20]([NH:23][C:24](=[O:30])[O:25][C:26]([CH3:29])([CH3:28])[CH3:27])[C:21]#[CH:22].C1CCCCC1.C(NCC)C. (10) Given the product [CH:22]1([C:2]2[C:7]([C:8]3[CH:13]=[CH:12][C:11]([F:14])=[CH:10][C:9]=3[F:15])=[C:6]([F:16])[C:5]([O:17][CH2:18][CH3:19])=[C:4]([CH:20]=[O:21])[CH:3]=2)[CH2:24][CH2:23]1, predict the reactants needed to synthesize it. The reactants are: Br[C:2]1[C:7]([C:8]2[CH:13]=[CH:12][C:11]([F:14])=[CH:10][C:9]=2[F:15])=[C:6]([F:16])[C:5]([O:17][CH2:18][CH3:19])=[C:4]([CH:20]=[O:21])[CH:3]=1.[CH:22]1(B(O)O)[CH2:24][CH2:23]1.